This data is from Reaction yield outcomes from USPTO patents with 853,638 reactions. The task is: Predict the reaction yield, written as a fraction of the theoretical maximum amount of product (1.0 means a 100% yield; for example, 0.34 means a 34% yield). (1) The reactants are Br[C:2]1[CH:3]=[CH:4][C:5]([F:8])=[N:6][CH:7]=1.[CH2:9](B(CC)CC)[CH3:10].O1CCCC1.C(=O)([O-])[O-].[K+].[K+].O. The catalyst is CN(C)C=O. The product is [CH2:9]([C:2]1[CH:3]=[CH:4][C:5]([F:8])=[N:6][CH:7]=1)[CH3:10]. The yield is 0.530. (2) The reactants are [Cl-].O[NH3+:3].[C:4](=[O:7])([O-])[OH:5].[Na+].CS(C)=O.[CH2:13]([C:17]1[N:18]=[C:19]([CH3:48])[N:20]([CH2:39][C:40]2[C:45]([F:46])=[CH:44][CH:43]=[CH:42][C:41]=2[F:47])[C:21](=[O:38])[C:22]=1[CH2:23][C:24]1[CH:29]=[CH:28][C:27]([C:30]2[C:31]([C:36]#[N:37])=[CH:32][CH:33]=[CH:34][CH:35]=2)=[CH:26][CH:25]=1)[CH2:14][CH2:15][CH3:16]. The catalyst is C(OCC)(=O)C. The product is [CH2:13]([C:17]1[N:18]=[C:19]([CH3:48])[N:20]([CH2:39][C:40]2[C:45]([F:46])=[CH:44][CH:43]=[CH:42][C:41]=2[F:47])[C:21](=[O:38])[C:22]=1[CH2:23][C:24]1[CH:25]=[CH:26][C:27]([C:30]2[CH:35]=[CH:34][CH:33]=[CH:32][C:31]=2[C:36]2[NH:3][C:4](=[O:7])[O:5][N:37]=2)=[CH:28][CH:29]=1)[CH2:14][CH2:15][CH3:16]. The yield is 0.750. (3) The reactants are [NH:1]1[C:5]2[CH:6]=[CH:7][C:8]([C:10]([N:12]3[CH2:17][CH2:16][CH2:15][C@@H:14]4[C:18]5[CH:19]=[C:20]([C:25]([OH:27])=O)[CH:21]=[CH:22][C:23]=5[CH2:24][C@H:13]34)=[O:11])=[CH:9][C:4]=2[N:3]=[CH:2]1.[NH3:28]. No catalyst specified. The product is [NH:1]1[C:5]2[CH:6]=[CH:7][C:8]([C:10]([N:12]3[CH2:17][CH2:16][CH2:15][C@@H:14]4[C:18]5[CH:19]=[C:20]([C:25]([NH2:28])=[O:27])[CH:21]=[CH:22][C:23]=5[CH2:24][C@H:13]34)=[O:11])=[CH:9][C:4]=2[N:3]=[CH:2]1. The yield is 0.640. (4) The yield is 0.940. The product is [NH2:10][C:7]1[CH:8]=[CH:9][C:4]([C:3]([N:2]([CH3:1])[CH3:18])=[O:17])=[C:5]([C:13]([F:14])([F:15])[F:16])[CH:6]=1. The catalyst is CO.[Pd]. The reactants are [CH3:1][N:2]([CH3:18])[C:3](=[O:17])[C:4]1[CH:9]=[CH:8][C:7]([N+:10]([O-])=O)=[CH:6][C:5]=1[C:13]([F:16])([F:15])[F:14]. (5) The reactants are [C@@H:1]1([N:9]2[CH:16]=[CH:15][C:13]([NH2:14])=[N:12][C:10]2=[O:11])[O:8][C@H:5]([CH2:6][OH:7])[C@@H:3]([OH:4])[CH2:2]1.C[Si](Cl)(C)C.[C:22](Cl)(=[O:29])[C:23]1[CH:28]=[CH:27][CH:26]=[CH:25][CH:24]=1.[CH3:31][O:32][C:33]1[CH:54]=[CH:53][C:36]([C:37](Cl)([C:46]2[CH:51]=[CH:50][CH:49]=[CH:48][CH:47]=2)[C:38]2[CH:43]=[CH:42][C:41]([O:44][CH3:45])=[CH:40][CH:39]=2)=[CH:35][CH:34]=1. The catalyst is N1C=CC=CC=1. The product is [C:22]([NH:14][C:13]1[CH:15]=[CH:16][N:9]([C@@H:1]2[O:8][C@H:5]([CH2:6][O:7][C:37]([C:46]3[CH:51]=[CH:50][CH:49]=[CH:48][CH:47]=3)([C:38]3[CH:43]=[CH:42][C:41]([O:44][CH3:45])=[CH:40][CH:39]=3)[C:36]3[CH:35]=[CH:34][C:33]([O:32][CH3:31])=[CH:54][CH:53]=3)[C@@H:3]([OH:4])[CH2:2]2)[C:10](=[O:11])[N:12]=1)(=[O:29])[C:23]1[CH:28]=[CH:27][CH:26]=[CH:25][CH:24]=1. The yield is 0.650. (6) The reactants are [Br:1][C:2]1[CH:7]=[C:6]([Cl:8])[C:5]([S:9](Cl)(=[O:11])=[O:10])=[C:4]([Cl:13])[CH:3]=1.[NH2:14][C:15]1[CH:16]=[N:17][N:18]([CH3:20])[CH:19]=1. The catalyst is N1C=CC=CC=1. The product is [Br:1][C:2]1[CH:7]=[C:6]([Cl:8])[C:5]([S:9]([NH:14][C:15]2[CH:16]=[N:17][N:18]([CH3:20])[CH:19]=2)(=[O:11])=[O:10])=[C:4]([Cl:13])[CH:3]=1. The yield is 0.840. (7) The reactants are Cl[C:2]1[CH:7]=[CH:6][N:5]=[C:4]2[CH:8]=[C:9]([C:11]3[N:12]([CH3:16])[CH:13]=[CH:14][N:15]=3)[S:10][C:3]=12.[CH3:17][NH:18][C:19]([C:21]1[C:22]2[CH:31]=[CH:30][C:29]([OH:32])=[CH:28][C:23]=2[S:24][C:25]=1[CH2:26][CH3:27])=[O:20].C([O-])([O-])=O.[Cs+].[Cs+]. No catalyst specified. The product is [CH3:17][NH:18][C:19]([C:21]1[C:22]2[CH:31]=[CH:30][C:29]([O:32][C:2]3[CH:7]=[CH:6][N:5]=[C:4]4[CH:8]=[C:9]([C:11]5[N:12]([CH3:16])[CH:13]=[CH:14][N:15]=5)[S:10][C:3]=34)=[CH:28][C:23]=2[S:24][C:25]=1[CH2:26][CH3:27])=[O:20]. The yield is 0.370.